This data is from Reaction yield outcomes from USPTO patents with 853,638 reactions. The task is: Predict the reaction yield, written as a fraction of the theoretical maximum amount of product (1.0 means a 100% yield; for example, 0.34 means a 34% yield). (1) The reactants are [Cl:1][C:2]1[N:7]=[C:6](Cl)[C:5]([CH3:9])=[CH:4][N:3]=1.[CH:10]1([CH:15]([N:19]2[CH:23]=[C:22](B3OC(C)(C)C(C)(C)O3)[CH:21]=[N:20]2)[CH2:16][C:17]#[N:18])[CH2:14][CH2:13][CH2:12][CH2:11]1.P([O-])([O-])([O-])=O.[K+].[K+].[K+].O1CCOC[CH2:42]1. The catalyst is O.CCOC(C)=O.C1C=CC([P]([Pd]([P](C2C=CC=CC=2)(C2C=CC=CC=2)C2C=CC=CC=2)([P](C2C=CC=CC=2)(C2C=CC=CC=2)C2C=CC=CC=2)[P](C2C=CC=CC=2)(C2C=CC=CC=2)C2C=CC=CC=2)(C2C=CC=CC=2)C2C=CC=CC=2)=CC=1. The product is [Cl:1][C:2]1[N:7]=[C:6]([C:22]2[CH:21]=[N:20][N:19]([CH:15]([CH:10]3[CH2:14][CH2:13][CH2:12][CH2:11]3)[CH2:16][C:17]#[N:18])[CH:23]=2)[C:5]([CH2:9][CH3:42])=[CH:4][N:3]=1. The yield is 0.780. (2) The reactants are [CH:1]([N:4]1[C:8]([C:9]2[N:18]=[C:17]3[N:11]([CH2:12][CH2:13][O:14][C:15]4[CH:22]=[C:21](O)[N:20]=[CH:19][C:16]=43)[CH:10]=2)=[N:7][CH:6]=[N:5]1)([CH3:3])[CH3:2].[CH3:24][OH:25].[OH2:26]. No catalyst specified. The product is [OH:25][C@H:24]1[CH2:2][CH2:1][N:4]([C:21]2[N:20]=[CH:19][C:16]3[C:17]4[N:11]([CH:10]=[C:9]([C:8]5[N:4]([CH:1]([CH3:3])[CH3:2])[N:5]=[CH:6][N:7]=5)[N:18]=4)[CH2:12][CH2:13][O:14][C:15]=3[CH:22]=2)[C@@H:8]1[C:9]([NH2:18])=[O:26]. The yield is 0.390. (3) The reactants are F[C:2]1[CH:7]=[CH:6][C:5]([Br:8])=[C:4]([CH3:9])[C:3]=1[N+:10]([O-:12])=[O:11].[C:13]([N:20]1[CH2:25][CH2:24]C(N)[CH2:22][CH2:21]1)([O:15][C:16]([CH3:19])([CH3:18])[CH3:17])=[O:14].C([O-])([O-])=O.[K+].[K+].C[N:34](C=O)C. The catalyst is O. The product is [Br:8][C:5]1[CH:6]=[CH:7][C:2]([N:34]2[CH2:22][CH2:21][N:20]([C:13]([O:15][C:16]([CH3:17])([CH3:18])[CH3:19])=[O:14])[CH2:25][CH2:24]2)=[C:3]([N+:10]([O-:12])=[O:11])[C:4]=1[CH3:9]. The yield is 0.660. (4) The yield is 0.745. The catalyst is CN(C=O)C. The reactants are [N+:1]([C:4]1[CH:5]=[C:6]2[C:11](=[CH:12][CH:13]=1)[NH:10][C:9](=[O:14])[CH2:8][CH2:7]2)([O-:3])=[O:2].[CH3:15][O:16][C:17]1[CH:24]=[CH:23][C:20]([CH2:21]Cl)=[CH:19][CH:18]=1.C(=O)([O-])[O-].[K+].[K+].O. The product is [CH3:15][O:16][C:17]1[CH:24]=[CH:23][C:20]([CH2:21][N:10]2[C:11]3[C:6](=[CH:5][C:4]([N+:1]([O-:3])=[O:2])=[CH:13][CH:12]=3)[CH2:7][CH2:8][C:9]2=[O:14])=[CH:19][CH:18]=1. (5) The reactants are [O:1]1[CH2:5][CH:4]=[CH:3][CH:2]1[C:6]1[C:7]([O:16][CH3:17])=[CH:8][C:9]([O:14][CH3:15])=[C:10]([CH:13]=1)[CH:11]=O.[C:18]([C:21]1[CH:26]=[CH:25][C:24]([S:27]([NH2:30])(=[O:29])=[O:28])=[CH:23][CH:22]=1)(=[O:20])[CH3:19].C[O-].[Li+]. The catalyst is CN(C)C=O.CO.O. The product is [O:1]1[CH2:5][CH:4]=[CH:3][CH:2]1[C:6]1[C:7]([O:16][CH3:17])=[CH:8][C:9]([O:14][CH3:15])=[C:10](/[CH:11]=[CH:19]/[C:18]([C:21]2[CH:22]=[CH:23][C:24]([S:27]([NH2:30])(=[O:29])=[O:28])=[CH:25][CH:26]=2)=[O:20])[CH:13]=1. The yield is 0.700.